Dataset: Catalyst prediction with 721,799 reactions and 888 catalyst types from USPTO. Task: Predict which catalyst facilitates the given reaction. (1) Reactant: [Br:1][C:2]1[CH:3]=[CH:4][C:5]([CH3:17])=[C:6]([N:8](C)[C:9](=O)OC(C)(C)C)[CH:7]=1.FC(F)(F)C(O)=O. Product: [Br:1][C:2]1[CH:3]=[CH:4][C:5]([CH3:17])=[C:6]([CH:7]=1)[NH:8][CH3:9]. The catalyst class is: 4. (2) The catalyst class is: 5. Reactant: [OH:1][C:2]1[C:23]([C:24]2[CH:29]=[CH:28][CH:27]=[CH:26][N:25]=2)=[C:5]2[NH:6][C:7]([C:11]3[CH:12]=[C:13]4[C:17](=[CH:18][CH:19]=3)[N:16](COC)[N:15]=[CH:14]4)=[CH:8][C:9](=[O:10])[N:4]2[N:3]=1.Cl. Product: [OH:1][C:2]1[C:23]([C:24]2[CH:29]=[CH:28][CH:27]=[CH:26][N:25]=2)=[C:5]2[NH:6][C:7]([C:11]3[CH:12]=[C:13]4[C:17](=[CH:18][CH:19]=3)[NH:16][N:15]=[CH:14]4)=[CH:8][C:9](=[O:10])[N:4]2[N:3]=1. (3) Reactant: [C:1]([O:5][C:6](=[O:19])[NH:7][C@H:8]1[CH2:17][CH2:16][C:15]2[C:10](=[CH:11][CH:12]=[C:13]([Br:18])[CH:14]=2)[CH2:9]1)([CH3:4])([CH3:3])[CH3:2].[H-].[Na+].[CH2:22](Br)[CH2:23][CH3:24].O. Product: [C:1]([O:5][C:6](=[O:19])[N:7]([C@H:8]1[CH2:17][CH2:16][C:15]2[C:10](=[CH:11][CH:12]=[C:13]([Br:18])[CH:14]=2)[CH2:9]1)[CH2:22][CH2:23][CH3:24])([CH3:4])([CH3:2])[CH3:3]. The catalyst class is: 9.